Dataset: Reaction yield outcomes from USPTO patents with 853,638 reactions. Task: Predict the reaction yield, written as a fraction of the theoretical maximum amount of product (1.0 means a 100% yield; for example, 0.34 means a 34% yield). (1) The reactants are C[O:2][C:3]([C:5]1[CH:6]=[CH:7][C:8]([NH:14][S:15]([CH3:18])(=[O:17])=[O:16])=[C:9]2[O:13][CH:12]=[CH:11][C:10]=12)=O.[H-].C([Al+]CC(C)C)C(C)C. The catalyst is O1CCCC1. The product is [OH:2][CH2:3][C:5]1[C:10]2[CH:11]=[CH:12][O:13][C:9]=2[C:8]([NH:14][S:15]([CH3:18])(=[O:17])=[O:16])=[CH:7][CH:6]=1. The yield is 0.980. (2) The reactants are [NH:1]1[CH2:6][CH2:5][CH2:4][CH2:3][CH2:2]1.[CH:7](=O)[C:8]1[CH:13]=[CH:12][CH:11]=[CH:10][CH:9]=1.C([Cl:18])(=O)C. No catalyst specified. The product is [Cl-:18].[CH:7](=[N+:1]1[CH2:6][CH2:5][CH2:4][CH2:3][CH2:2]1)[C:8]1[CH:13]=[CH:12][CH:11]=[CH:10][CH:9]=1. The yield is 0.560. (3) The reactants are [C:1]([C:4]1[C:5]([OH:13])=[C:6]([CH:10]=[CH:11][CH:12]=1)[C:7]([OH:9])=[O:8])(=[O:3])[CH3:2].[F:14][C:15]([F:25])([F:24])[C:16]1[CH:17]=[C:18]([CH:21]=[CH:22][CH:23]=1)[CH:19]=O.[OH-].[K+].Cl. The catalyst is C(O)C. The product is [OH:13][C:5]1[C:4]([C:1](=[O:3])/[CH:2]=[CH:19]/[C:18]2[CH:21]=[CH:22][CH:23]=[C:16]([C:15]([F:14])([F:24])[F:25])[CH:17]=2)=[CH:12][CH:11]=[CH:10][C:6]=1[C:7]([OH:9])=[O:8]. The yield is 0.470. (4) The reactants are [CH3:1][O:2][C:3](=[O:20])[CH2:4][N:5]1[C:13](=[O:14])[C:12]2[C:7](=[CH:8][C:9]([N+:16]([O-:18])=[O:17])=[C:10]([O-:15])[CH:11]=2)[C:6]1=[O:19].[K+].S(OC)(O[CH3:26])(=O)=O. The catalyst is CN(C=O)C. The product is [CH3:26][O:15][C:10]1[CH:11]=[C:12]2[C:7](=[CH:8][C:9]=1[N+:16]([O-:18])=[O:17])[C:6](=[O:19])[N:5]([CH2:4][C:3]([O:2][CH3:1])=[O:20])[C:13]2=[O:14]. The yield is 0.640.